Dataset: Full USPTO retrosynthesis dataset with 1.9M reactions from patents (1976-2016). Task: Predict the reactants needed to synthesize the given product. (1) Given the product [Cl:1][C:2]1[CH:10]=[CH:9][C:8]2[N:7]([CH2:31][CH2:32][C:18]3([N:17]([CH3:16])[CH3:26])[CH:23]=[CH:22][CH:21]=[CH:20][NH:19]3)[C:6]3[CH2:11][CH2:12][N:13]([CH3:15])[CH2:14][C:5]=3[C:4]=2[CH:3]=1, predict the reactants needed to synthesize it. The reactants are: [Cl:1][C:2]1[CH:10]=[CH:9][C:8]2[NH:7][C:6]3[CH2:11][CH2:12][N:13]([CH3:15])[CH2:14][C:5]=3[C:4]=2[CH:3]=1.[CH3:16][N:17]([CH3:26])[C:18]1[CH:23]=[CH:22][C:21](C=C)=[CH:20][N:19]=1.[OH-].[K+].CN1C(=O)C[CH2:32][CH2:31]1. (2) Given the product [O:1]1[CH:5]=[CH:4][C:3]([C:6]2[N:10]3[N:11]=[C:12]([O:19][CH2:20][C:21]4[N:29]([CH2:28][CH2:27][N:26]([CH3:36])[CH3:25])[N:30]=[CH:31][N:32]=4)[C:13]4[C:18]([C:9]3=[N:8][N:7]=2)=[CH:17][CH:16]=[CH:15][CH:14]=4)=[N:2]1, predict the reactants needed to synthesize it. The reactants are: [O:1]1[CH:5]=[CH:4][C:3]([C:6]2[N:10]3[N:11]=[C:12]([O:19][CH2:20][C:21](F)(F)F)[C:13]4[C:18]([C:9]3=[N:8][N:7]=2)=[CH:17][CH:16]=[CH:15][CH:14]=4)=[N:2]1.[CH3:25][N:26]([CH3:36])[CH2:27][CH2:28][N:29]1C(CO)=[N:32][CH:31]=[N:30]1. (3) Given the product [NH2:22][C:3]1[C:2]([C:38]#[C:37][CH2:36][CH2:35][CH2:34][CH2:33][C:32]([OH:40])=[O:39])=[N:7][C:6]([C:8]2[CH:13]=[CH:12][C:11]([CH3:14])=[CH:10][CH:9]=2)=[C:5]([C:15]2[CH:20]=[CH:19][C:18]([CH3:21])=[CH:17][CH:16]=2)[N:4]=1, predict the reactants needed to synthesize it. The reactants are: Br[C:2]1[C:3]([NH2:22])=[N:4][C:5]([C:15]2[CH:20]=[CH:19][C:18]([CH3:21])=[CH:17][CH:16]=2)=[C:6]([C:8]2[CH:13]=[CH:12][C:11]([CH3:14])=[CH:10][CH:9]=2)[N:7]=1.N#N.C(N(CC)CC)C.[C:32]([OH:40])(=[O:39])[CH2:33][CH2:34][CH2:35][CH2:36][C:37]#[CH:38]. (4) Given the product [F:33][C:2]1([F:1])[O:6][C:5]2[CH:7]=[CH:8][C:9]([C:11]3([C:14]([NH:16][C@H:17]4[CH2:22][CH2:21][O:20][C@@H:19]([C:23]5[CH:32]=[CH:31][CH:30]=[C:25]([CH2:26][OH:27])[CH:24]=5)[CH2:18]4)=[O:15])[CH2:13][CH2:12]3)=[CH:10][C:4]=2[O:3]1, predict the reactants needed to synthesize it. The reactants are: [F:1][C:2]1([F:33])[O:6][C:5]2[CH:7]=[CH:8][C:9]([C:11]3([C:14]([NH:16][C@H:17]4[CH2:22][CH2:21][O:20][C@@H:19]([C:23]5[CH:24]=[C:25]([CH:30]=[CH:31][CH:32]=5)[C:26](OC)=[O:27])[CH2:18]4)=[O:15])[CH2:13][CH2:12]3)=[CH:10][C:4]=2[O:3]1.[BH4-].[Na+]. (5) Given the product [Br:1][C:2]1[CH:3]=[C:4]2[N:10]=[C:9]([C:11]3[CH:12]=[CH:13][C:14]([O:17][CH2:19][CH2:20][CH2:21][N:22]4[C:30](=[O:31])[C:29]5[C:24](=[CH:25][CH:26]=[CH:27][CH:28]=5)[C:23]4=[O:32])=[CH:15][CH:16]=3)[NH:8][C:5]2=[N:6][CH:7]=1, predict the reactants needed to synthesize it. The reactants are: [Br:1][C:2]1[CH:3]=[C:4]2[N:10]=[C:9]([C:11]3[CH:16]=[CH:15][C:14]([OH:17])=[CH:13][CH:12]=3)[NH:8][C:5]2=[N:6][CH:7]=1.Br[CH2:19][CH2:20][CH2:21][N:22]1[C:30](=[O:31])[C:29]2[C:24](=[CH:25][CH:26]=[CH:27][CH:28]=2)[C:23]1=[O:32].